Regression/Classification. Given a drug SMILES string, predict its toxicity properties. Task type varies by dataset: regression for continuous values (e.g., LD50, hERG inhibition percentage) or binary classification for toxic/non-toxic outcomes (e.g., AMES mutagenicity, cardiotoxicity, hepatotoxicity). Dataset: herg. From a dataset of hERG channel blocking data for cardiac toxicity assessment. (1) The compound is O=c1[nH]c2ccccc2n1CCCN1CCN(C(c2ccccc2)c2ccccc2)CC1. The result is 1 (blocker). (2) The molecule is CC12CCC3C(CCC4=CC(=O)C=CC43C)C1CCC(=O)O2. The result is 0 (non-blocker). (3) The drug is O=C1CN(CCc2ccc(F)cc2)CCN1[C@H]1CCc2cc(Cn3ccnc3)ccc2C1. The result is 1 (blocker).